This data is from Catalyst prediction with 721,799 reactions and 888 catalyst types from USPTO. The task is: Predict which catalyst facilitates the given reaction. (1) Reactant: [CH3:1][O:2][C:3]([NH:5][C@@H:6]([CH:10]([CH3:12])[CH3:11])[C:7](O)=[O:8])=[O:4].OC(C(F)(F)F)=O.[I:20][C:21]1[CH:34]=[CH:33][C:24]2[NH:25][C:26]([C@@H:28]3[CH2:32][CH2:31][CH2:30][NH:29]3)=[N:27][C:23]=2[CH:22]=1.CCN(C(C)C)C(C)C.CN(C(ON1N=NC2C=CC=NC1=2)=[N+](C)C)C.F[P-](F)(F)(F)(F)F. Product: [I:20][C:21]1[CH:34]=[CH:33][C:24]2[NH:25][C:26]([C@@H:28]3[CH2:32][CH2:31][CH2:30][N:29]3[C:7](=[O:8])[C@@H:6]([NH:5][C:3](=[O:4])[O:2][CH3:1])[CH:10]([CH3:12])[CH3:11])=[N:27][C:23]=2[CH:22]=1. The catalyst class is: 3. (2) Reactant: [CH2:1]([O:8][C:9]([N:11]([CH2:18][CH:19]([CH3:29])[CH2:20][NH:21]C(OC(C)(C)C)=O)[C@@H:12]([C:14]([O:16][CH3:17])=[O:15])[CH3:13])=[O:10])[C:2]1[CH:7]=[CH:6][CH:5]=[CH:4][CH:3]=1.Cl. Product: [NH2:21][CH2:20][CH:19]([CH3:29])[CH2:18][N:11]([C:9]([O:8][CH2:1][C:2]1[CH:3]=[CH:4][CH:5]=[CH:6][CH:7]=1)=[O:10])[C@@H:12]([C:14]([O:16][CH3:17])=[O:15])[CH3:13]. The catalyst class is: 12. (3) Reactant: [NH2:1][C:2]([CH3:25])([CH3:24])[C@H:3]([NH:8][C:9](=[O:23])[C:10]1[CH:15]=[CH:14][C:13]([C:16]#[C:17][C:18]#[C:19][C@@H:20]([OH:22])[CH3:21])=[CH:12][CH:11]=1)[C:4](OC)=[O:5].[NH2:26][OH:27]. Product: [NH2:1][C:2]([CH3:25])([CH3:24])[C@H:3]([NH:8][C:9](=[O:23])[C:10]1[CH:15]=[CH:14][C:13]([C:16]#[C:17][C:18]#[C:19][C@@H:20]([OH:22])[CH3:21])=[CH:12][CH:11]=1)[C:4]([NH:26][OH:27])=[O:5]. The catalyst class is: 378.